From a dataset of Reaction yield outcomes from USPTO patents with 853,638 reactions. Predict the reaction yield, written as a fraction of the theoretical maximum amount of product (1.0 means a 100% yield; for example, 0.34 means a 34% yield). (1) The reactants are S(=O)(=O)(O)[OH:2].[CH2:6]([CH:9]1[CH2:14][CH2:13][CH:12]([CH2:15][OH:16])[CH2:11][CH2:10]1)[C:7]#[CH:8]. The catalyst is CC(C)=O.CCOCC.[O-2].[O-2].[O-2].[Cr+6]. The product is [CH2:6]([CH:9]1[CH2:14][CH2:13][CH:12]([C:15]([OH:2])=[O:16])[CH2:11][CH2:10]1)[C:7]#[CH:8]. The yield is 0.750. (2) The reactants are [F:1][C:2]1[C:7]([C:8]2[N:13]=[C:12]([CH3:14])[N:11]=[C:10]([N:15]([CH2:25][C:26]3[CH:31]=[CH:30][C:29]([O:32][CH3:33])=[CH:28][CH:27]=3)[CH2:16][C:17]3[CH:22]=[CH:21][C:20]([O:23][CH3:24])=[CH:19][CH:18]=3)[CH:9]=2)=[CH:6][C:5]([C@H:34]([N:36]2[CH2:41][CH2:40][NH:39][CH2:38][C@@H:37]2[CH3:42])[CH3:35])=[CH:4][N:3]=1.CCN(CC)CC.[CH3:50][S:51](Cl)(=[O:53])=[O:52].[OH-].[Na+]. The catalyst is C(Cl)Cl. The product is [F:1][C:2]1[C:7]([C:8]2[N:13]=[C:12]([CH3:14])[N:11]=[C:10]([N:15]([CH2:16][C:17]3[CH:18]=[CH:19][C:20]([O:23][CH3:24])=[CH:21][CH:22]=3)[CH2:25][C:26]3[CH:31]=[CH:30][C:29]([O:32][CH3:33])=[CH:28][CH:27]=3)[CH:9]=2)=[CH:6][C:5]([C@H:34]([N:36]2[CH2:41][CH2:40][N:39]([S:51]([CH3:50])(=[O:53])=[O:52])[CH2:38][C@@H:37]2[CH3:42])[CH3:35])=[CH:4][N:3]=1. The yield is 0.572. (3) The catalyst is C(Cl)Cl.CN(C1C=CN=CC=1)C.O. The reactants are [O:1]=[C:2]1[NH:6][C@H:5]([CH2:7][CH2:8][C:9]([OH:11])=O)[C:4](=[O:12])[NH:3]1.C(Cl)CCl.[CH3:17][CH2:18][SH:19]. The yield is 0.810. The product is [O:1]=[C:2]1[NH:6][C@H:5]([CH2:7][CH2:8][C:9](=[O:11])[S:19][CH2:18][CH3:17])[C:4](=[O:12])[NH:3]1. (4) The catalyst is C1(C)C=CC=CC=1. The yield is 0.500. The reactants are [NH:1]1[CH2:6][CH2:5][O:4][CH2:3][CH2:2]1.Br[CH2:8][CH2:9][CH2:10][OH:11]. The product is [OH:11][CH2:10][CH2:9][CH2:8][N:1]1[CH2:6][CH2:5][O:4][CH2:3][CH2:2]1. (5) The reactants are Br[C:2]1[CH:7]=[CH:6][CH:5]=[C:4]([N+:8]([O-:10])=[O:9])[CH:3]=1.[F:11][C:12]1[CH:13]=[C:14](B(O)O)[CH:15]=[CH:16][CH:17]=1.[O-]P([O-])([O-])=O.[K+].[K+].[K+].O1CCOCC1. The catalyst is C1C=CC([P]([Pd]([P](C2C=CC=CC=2)(C2C=CC=CC=2)C2C=CC=CC=2)([P](C2C=CC=CC=2)(C2C=CC=CC=2)C2C=CC=CC=2)[P](C2C=CC=CC=2)(C2C=CC=CC=2)C2C=CC=CC=2)(C2C=CC=CC=2)C2C=CC=CC=2)=CC=1.O. The product is [F:11][C:12]1[CH:17]=[C:16]([C:2]2[CH:7]=[CH:6][CH:5]=[C:4]([N+:8]([O-:10])=[O:9])[CH:3]=2)[CH:15]=[CH:14][CH:13]=1. The yield is 0.970. (6) The reactants are [C:1]1([C:7]2([CH2:13][OH:14])[CH2:12][CH2:11][CH2:10][CH2:9][CH2:8]2)[CH:6]=[CH:5][CH:4]=[CH:3][CH:2]=1.CCN(CC)CC.[S:22](Cl)([CH3:25])(=[O:24])=[O:23]. The catalyst is ClCCl. The product is [C:1]1([C:7]2([CH2:13][O:14][S:22]([CH3:25])(=[O:24])=[O:23])[CH2:12][CH2:11][CH2:10][CH2:9][CH2:8]2)[CH:6]=[CH:5][CH:4]=[CH:3][CH:2]=1. The yield is 0.810. (7) The reactants are [CH2:1]([O:8][C:9]1([C:12]2[CH:17]=[CH:16][C:15]([C:18]#[C:19][C:20]3[CH:30]=[CH:29][C:23]([C:24]([O:26]CC)=[O:25])=[CH:22][CH:21]=3)=[CH:14][C:13]=2[CH3:31])[CH2:11][CH2:10]1)[C:2]1[CH:7]=[CH:6][CH:5]=[CH:4][CH:3]=1.[OH-].[Na+]. The catalyst is C(O)C.O1CCCC1. The product is [CH2:1]([O:8][C:9]1([C:12]2[CH:17]=[CH:16][C:15]([C:18]#[C:19][C:20]3[CH:21]=[CH:22][C:23]([C:24]([OH:26])=[O:25])=[CH:29][CH:30]=3)=[CH:14][C:13]=2[CH3:31])[CH2:11][CH2:10]1)[C:2]1[CH:7]=[CH:6][CH:5]=[CH:4][CH:3]=1. The yield is 0.760.